From a dataset of Forward reaction prediction with 1.9M reactions from USPTO patents (1976-2016). Predict the product of the given reaction. (1) The product is: [CH3:16][O:15][CH2:14][CH2:13][CH2:12][NH:11][C:9]([NH:8][C:7]1[S:6][N:5]=[C:4]([C:17]2[CH:18]=[CH:19][C:20]([N+:23]([O-:25])=[O:24])=[CH:21][CH:22]=2)[C:3]=1[C:1]([NH2:2])=[O:26])=[O:10]. Given the reactants [C:1]([C:3]1[C:4]([C:17]2[CH:22]=[CH:21][C:20]([N+:23]([O-:25])=[O:24])=[CH:19][CH:18]=2)=[N:5][S:6][C:7]=1[NH:8][C:9]([NH:11][CH2:12][CH2:13][CH2:14][O:15][CH3:16])=[O:10])#[N:2].[OH:26]S(O)(=O)=O, predict the reaction product. (2) Given the reactants [Br:1][C:2]1[CH:7]=[CH:6][C:5]([CH2:8]Br)=[CH:4][CH:3]=1.[Mg].[Br:11][C:12]1[CH:17]=[CH:16][C:15]([CH2:18][C:19](=[C:21]([C:27]([O:29][CH2:30][CH3:31])=[O:28])[C:22]([O:24][CH2:25][CH3:26])=[O:23])[CH3:20])=[CH:14][CH:13]=1.OS(O)(=O)=O, predict the reaction product. The product is: [Br:11][C:12]1[CH:13]=[CH:14][C:15]([CH2:18][C:19]([CH:21]([C:27]([O:29][CH2:30][CH3:31])=[O:28])[C:22]([O:24][CH2:25][CH3:26])=[O:23])([CH3:20])[CH2:8][C:5]2[CH:4]=[CH:3][C:2]([Br:1])=[CH:7][CH:6]=2)=[CH:16][CH:17]=1. (3) Given the reactants [Cl:1][C:2]1[CH:7]=[C:6]([F:8])[CH:5]=[CH:4][C:3]=1[S:9]([C@H:12]1[CH2:16][NH:15][C@H:14]([C:17]([NH:19][C:20]2([C:23]#[N:24])[CH2:22][CH2:21]2)=[O:18])[CH2:13]1)(=[O:11])=[O:10].Cl.[N:26]1([C:32]2([C:35](O)=[O:36])[CH2:34][CH2:33]2)[CH2:31][CH2:30][CH2:29][CH2:28][CH2:27]1, predict the reaction product. The product is: [Cl:1][C:2]1[CH:7]=[C:6]([F:8])[CH:5]=[CH:4][C:3]=1[S:9]([C@H:12]1[CH2:16][N:15]([C:35]([C:32]2([N:26]3[CH2:31][CH2:30][CH2:29][CH2:28][CH2:27]3)[CH2:33][CH2:34]2)=[O:36])[C@H:14]([C:17]([NH:19][C:20]2([C:23]#[N:24])[CH2:22][CH2:21]2)=[O:18])[CH2:13]1)(=[O:10])=[O:11]. (4) The product is: [CH2:12]([NH:19][C:20]([C:22]1[S:26][C:25]([NH:27][C:5](=[O:6])[C:4]2[CH:3]=[C:2]([F:1])[CH:10]=[C:9]([F:11])[CH:8]=2)=[N:24][C:23]=1[CH3:28])=[O:21])[C:13]1[CH:18]=[CH:17][CH:16]=[CH:15][CH:14]=1. Given the reactants [F:1][C:2]1[CH:3]=[C:4]([CH:8]=[C:9]([F:11])[CH:10]=1)[C:5](Cl)=[O:6].[CH2:12]([NH:19][C:20]([C:22]1[S:26][C:25]([NH2:27])=[N:24][C:23]=1[CH3:28])=[O:21])[C:13]1[CH:18]=[CH:17][CH:16]=[CH:15][CH:14]=1, predict the reaction product. (5) Given the reactants [Cl:1][CH2:2][C:3]([O:5][C:6]1[CH:11]=[CH:10][C:9]([NH:12][C:13](=[O:15])[CH3:14])=[CH:8][CH:7]=1)=[O:4].[CH3:16][N:17]1[CH:21]=[CH:20][N:19]=[CH:18]1, predict the reaction product. The product is: [Cl-:1].[C:13]([NH:12][C:9]1[CH:10]=[CH:11][C:6]([O:5][C:3](=[O:4])[CH2:2][N:19]2[CH:20]=[CH:21][N+:17]([CH3:16])=[CH:18]2)=[CH:7][CH:8]=1)(=[O:15])[CH3:14].